Task: Predict the product of the given reaction.. Dataset: Forward reaction prediction with 1.9M reactions from USPTO patents (1976-2016) (1) Given the reactants [F:1][CH2:2][CH2:3][NH:4][C:5]1[CH:10]=[CH:9][N:8]=[C:7]([NH2:11])[CH:6]=1.Br[CH2:13][C:14]([C:16]1[CH:25]=[CH:24][C:19]2[O:20][CH2:21][CH2:22][O:23][C:18]=2[CH:17]=1)=O, predict the reaction product. The product is: [O:20]1[CH2:21][CH2:22][O:23][C:18]2[CH:17]=[C:16]([C:14]3[N:11]=[C:7]4[CH:6]=[C:5]([NH:4][CH2:3][CH2:2][F:1])[CH:10]=[CH:9][N:8]4[CH:13]=3)[CH:25]=[CH:24][C:19]1=2. (2) Given the reactants C(O[C@@H](C1C(C2C=CC(Cl)=CC=2)=C2C(=CC=1Cl)N=C(C)C=C2)CO)(C)(C)C.C([O:34][CH2:35][C@H:36]([C:42]1[C:43]([Br:54])=[C:44]2[C:49](=[CH:50][C:51]=1[CH3:52])[N:48]=[C:47]([CH3:53])[CH:46]=[CH:45]2)[O:37][C:38]([CH3:41])([CH3:40])[CH3:39])(=O)C(C)(C)C, predict the reaction product. The product is: [Br:54][C:43]1[C:42]([C@H:36]([O:37][C:38]([CH3:39])([CH3:40])[CH3:41])[CH2:35][OH:34])=[C:51]([CH3:52])[CH:50]=[C:49]2[C:44]=1[CH:45]=[CH:46][C:47]([CH3:53])=[N:48]2.